This data is from Catalyst prediction with 721,799 reactions and 888 catalyst types from USPTO. The task is: Predict which catalyst facilitates the given reaction. (1) Reactant: [O:1]=[C:2]1[N:6]=[C:5]([NH:7][CH2:8][C:9]([O:11][C:12]([CH3:15])([CH3:14])[CH3:13])=[O:10])[CH2:4][S:3]1.[F:16][C:17]([F:38])([F:37])[C:18]1[CH:32]=[C:31]([C:33]([F:36])([F:35])[F:34])[CH:30]=[CH:29][C:19]=1[CH2:20][N:21]1[CH2:26][CH2:25][CH:24]([CH:27]=O)[CH2:23][CH2:22]1.C([O-])(=O)C.[NH2+]1CCCCC1. Product: [F:38][C:17]([F:16])([F:37])[C:18]1[CH:32]=[C:31]([C:33]([F:36])([F:35])[F:34])[CH:30]=[CH:29][C:19]=1[CH2:20][N:21]1[CH2:26][CH2:25][CH:24](/[CH:27]=[C:4]2/[C:5]([NH:7][CH2:8][C:9]([O:11][C:12]([CH3:15])([CH3:14])[CH3:13])=[O:10])=[N:6][C:2](=[O:1])[S:3]/2)[CH2:23][CH2:22]1. The catalyst class is: 41. (2) Reactant: CS(O[CH2:6][CH2:7][CH2:8][CH2:9][CH2:10][O:11][C:12]1[CH:21]=[CH:20][C:15]([C:16]([O:18][CH3:19])=[O:17])=[CH:14][CH:13]=1)(=O)=O.[CH2:22]([NH:25][CH2:26][CH2:27][CH3:28])[CH2:23][CH3:24].O.C(=O)(O)[O-].[Na+]. Product: [CH2:22]([N:25]([CH2:26][CH2:27][CH3:28])[CH2:6][CH2:7][CH2:8][CH2:9][CH2:10][O:11][C:12]1[CH:21]=[CH:20][C:15]([C:16]([O:18][CH3:19])=[O:17])=[CH:14][CH:13]=1)[CH2:23][CH3:24]. The catalyst class is: 32. (3) Reactant: [CH2:1]([CH:3]1[N:12]2[C:7](=[CH:8][C:9](=[O:18])[C:10]([C:13]([O:15][CH2:16][CH3:17])=[O:14])=[CH:11]2)[C:6]2[CH:19]=[C:20]([O:24][CH3:25])[C:21]([OH:23])=[CH:22][C:5]=2[CH2:4]1)[CH3:2].C(=O)([O-])[O-].[K+].[K+].I[CH2:33][C:34]([F:37])([F:36])[F:35].O. Product: [CH2:1]([CH:3]1[N:12]2[C:7](=[CH:8][C:9](=[O:18])[C:10]([C:13]([O:15][CH2:16][CH3:17])=[O:14])=[CH:11]2)[C:6]2[CH:19]=[C:20]([O:24][CH3:25])[C:21]([O:23][CH2:33][C:34]([F:37])([F:36])[F:35])=[CH:22][C:5]=2[CH2:4]1)[CH3:2]. The catalyst class is: 3. (4) Reactant: [F:1][C:2]([F:17])([S:13](F)(=[O:15])=[O:14])[C:3]([F:12])([F:11])[C:4]([F:10])([F:9])[C:5]([F:8])([F:7])[F:6].CCN(CC)CC.[CH2:25]([CH:32]1[C:40]2[C:35](=[CH:36][C:37]([F:42])=[C:38]([OH:41])[CH:39]=2)[CH2:34][CH:33]1[NH:43][C:44](=[O:48])[O:45][CH2:46][CH3:47])[C:26]1[CH:31]=[CH:30][CH:29]=[CH:28][CH:27]=1. Product: [F:1][C:2]([F:17])([S:13]([O:41][C:38]1[CH:39]=[C:40]2[C:35](=[CH:36][C:37]=1[F:42])[CH2:34][CH:33]([NH:43][C:44]([O:45][CH2:46][CH3:47])=[O:48])[CH:32]2[CH2:25][C:26]1[CH:31]=[CH:30][CH:29]=[CH:28][CH:27]=1)(=[O:15])=[O:14])[C:3]([F:12])([F:11])[C:4]([F:10])([F:9])[C:5]([F:8])([F:7])[F:6]. The catalyst class is: 4.